Dataset: Forward reaction prediction with 1.9M reactions from USPTO patents (1976-2016). Task: Predict the product of the given reaction. (1) Given the reactants [NH2:1][C:2]1[N:7]=[CH:6][C:5]([C:8]2[CH2:12][N:11](C(OC(C)(C)C)=O)[C:10](=[O:20])[CH:9]=2)=[CH:4][C:3]=1[C:21]1[CH:26]=[CH:25][C:24]([C:27]([O:29]C(C)(C)C)=[O:28])=[C:23]([F:34])[CH:22]=1.C(O)(C(F)(F)F)=O, predict the reaction product. The product is: [NH2:1][C:2]1[C:3]([C:21]2[CH:26]=[CH:25][C:24]([C:27]([OH:29])=[O:28])=[C:23]([F:34])[CH:22]=2)=[CH:4][C:5]([C:8]2[CH2:12][NH:11][C:10](=[O:20])[CH:9]=2)=[CH:6][N:7]=1. (2) Given the reactants [O:1]=[C:2]1[N:10]([CH2:11][CH2:12][CH3:13])[C:9]([C:14]#[N:15])=[N:8][C:7]2[N:6]=[C:5]([C:16]3[CH:17]=[N:18][N:19]([CH2:21][C:22]4[CH:27]=[CH:26][CH:25]=[C:24]([C:28]([F:31])([F:30])[F:29])[CH:23]=4)[CH:20]=3)[NH:4][C:3]1=2.[OH-].[Na+].C([OH:36])C.O, predict the reaction product. The product is: [O:1]=[C:2]1[N:10]([CH2:11][CH2:12][CH3:13])[C:9]([C:14]([NH2:15])=[O:36])=[N:8][C:7]2[N:6]=[C:5]([C:16]3[CH:17]=[N:18][N:19]([CH2:21][C:22]4[CH:27]=[CH:26][CH:25]=[C:24]([C:28]([F:31])([F:30])[F:29])[CH:23]=4)[CH:20]=3)[NH:4][C:3]1=2. (3) Given the reactants [CH:1]([O:4][C:5]1[C:14]2[C:9](=[CH:10][C:11]([C:15]([OH:17])=O)=[CH:12][CH:13]=2)[CH:8]=[C:7]([NH:18][C:19]2[CH:23]=[C:22]([CH3:24])[NH:21][N:20]=2)[N:6]=1)([CH3:3])[CH3:2].[CH3:25][O:26][CH:27]1[CH2:32][CH2:31][NH:30][CH2:29][CH2:28]1, predict the reaction product. The product is: [CH:1]([O:4][C:5]1[C:14]2[C:9](=[CH:10][C:11]([C:15]([N:30]3[CH2:31][CH2:32][CH:27]([O:26][CH3:25])[CH2:28][CH2:29]3)=[O:17])=[CH:12][CH:13]=2)[CH:8]=[C:7]([NH:18][C:19]2[CH:23]=[C:22]([CH3:24])[NH:21][N:20]=2)[N:6]=1)([CH3:3])[CH3:2]. (4) The product is: [Cl:1][C:2]1[CH:7]=[C:6]([Cl:8])[CH:5]=[CH:4][C:3]=1[S:9]([C:10]1[CH:11]=[CH:12][C:13](=[O:16])[NH:14][N:15]=1)(=[O:19])=[O:26]. Given the reactants [Cl:1][C:2]1[CH:7]=[C:6]([Cl:8])[CH:5]=[CH:4][C:3]=1[S:9][C:10]1[CH:11]=[CH:12][C:13](=[O:16])[NH:14][N:15]=1.C(OO)(=[O:19])C.C(O)(=O)C.[OH2:26], predict the reaction product. (5) Given the reactants [CH2:1]([O:3][C:4](=[O:18])[CH:5]([O:15][CH2:16][CH3:17])[CH2:6][C:7]1[CH:12]=[CH:11][C:10]([OH:13])=[CH:9][C:8]=1[CH3:14])[CH3:2].Cl[CH2:20][C:21]1[N:22]=[C:23]([C:27]2[CH:32]=[CH:31][C:30]([C:33]([F:36])([F:35])[F:34])=[CH:29][CH:28]=2)[O:24][C:25]=1[CH3:26].FC(F)(F)C1C=CC(C=O)=CC=1.O=P(Cl)(Cl)Cl.C(=O)([O-])[O-].[Cs+].[Cs+].[I-].[K+], predict the reaction product. The product is: [CH2:1]([O:3][C:4](=[O:18])[CH:5]([O:15][CH2:16][CH3:17])[CH2:6][C:7]1[CH:12]=[CH:11][C:10]([O:13][CH2:20][C:21]2[N:22]=[C:23]([C:27]3[CH:28]=[CH:29][C:30]([C:33]([F:36])([F:35])[F:34])=[CH:31][CH:32]=3)[O:24][C:25]=2[CH3:26])=[CH:9][C:8]=1[CH3:14])[CH3:2]. (6) Given the reactants [Cl:1][C:2]1[C:3]([F:41])=[C:4]([C@@H:8]2[C@:12]([C:15]3[CH:20]=[CH:19][C:18]([Cl:21])=[CH:17][C:16]=3[F:22])([C:13]#[N:14])[C@H:11]([CH2:23][C:24]([CH3:27])([CH3:26])[CH3:25])[NH:10][C@H:9]2[C:28]([NH:30][C:31]2[CH:40]=[CH:39][C:34]([C:35]([O:37]C)=[O:36])=[CH:33][CH:32]=2)=[O:29])[CH:5]=[CH:6][CH:7]=1.[OH:42][CH2:43][CH2:44][CH2:45][CH2:46][CH:47]=O.C(O[BH-](OC(=O)C)OC(=O)C)(=O)C.[Na+].CO, predict the reaction product. The product is: [Cl:1][C:2]1[C:3]([F:41])=[C:4]([C@@H:8]2[C@:12]([C:15]3[CH:20]=[CH:19][C:18]([Cl:21])=[CH:17][C:16]=3[F:22])([C:13]#[N:14])[C@H:11]([CH2:23][C:24]([CH3:27])([CH3:26])[CH3:25])[N:10]([CH2:47][CH2:46][CH2:45][CH2:44][CH2:43][OH:42])[C@H:9]2[C:28]([NH:30][C:31]2[CH:32]=[CH:33][C:34]([C:35]([OH:37])=[O:36])=[CH:39][CH:40]=2)=[O:29])[CH:5]=[CH:6][CH:7]=1. (7) Given the reactants [O:1]=[S:2]1(=[O:34])[C:8]2[CH:9]=[C:10]([O:15][CH2:16][C:17]([O:19]CC)=[O:18])[C:11]([O:13][CH3:14])=[CH:12][C:7]=2[N:6]([C:22]2[CH:27]=[CH:26][CH:25]=[CH:24][CH:23]=2)[CH2:5][C:4]([CH2:30][CH2:31][CH2:32][CH3:33])([CH2:28][CH3:29])[CH2:3]1.[OH-].[Na+].C(O)(=O)C, predict the reaction product. The product is: [O:34]=[S:2]1(=[O:1])[C:8]2[CH:9]=[C:10]([O:15][CH2:16][C:17]([OH:19])=[O:18])[C:11]([O:13][CH3:14])=[CH:12][C:7]=2[N:6]([C:22]2[CH:27]=[CH:26][CH:25]=[CH:24][CH:23]=2)[CH2:5][C:4]([CH2:30][CH2:31][CH2:32][CH3:33])([CH2:28][CH3:29])[CH2:3]1. (8) Given the reactants Br[C:2]1[CH:3]=[C:4]([N:10]2[CH2:15][CH2:14][O:13][CH2:12][CH2:11]2)[C:5](=[O:9])[N:6]([CH3:8])[CH:7]=1.[CH3:16][C:17]1[CH:26]=[CH:25][C:20]([C:21]([O:23][CH3:24])=[O:22])=[CH:19][C:18]=1B1OC(C)(C)C(C)(C)O1.C(Cl)Cl.C(=O)([O-])[O-].[Na+].[Na+], predict the reaction product. The product is: [CH3:16][C:17]1[CH:26]=[CH:25][C:20]([C:21]([O:23][CH3:24])=[O:22])=[CH:19][C:18]=1[C:2]1[CH:3]=[C:4]([N:10]2[CH2:15][CH2:14][O:13][CH2:12][CH2:11]2)[C:5](=[O:9])[N:6]([CH3:8])[CH:7]=1. (9) The product is: [NH2:33][C:15]1([CH2:24][OH:26])[C:4]2[C:5](=[N:6][CH:7]=[C:2]([Br:1])[CH:3]=2)[O:8][C:9]2[C:14]1=[CH:13][C:12]([I:17])=[CH:11][CH:10]=2. Given the reactants [Br:1][C:2]1[CH:3]=[C:4]2[C:15](=O)[C:14]3[C:9](=[CH:10][CH:11]=[C:12]([I:17])[CH:13]=3)[O:8][C:5]2=[N:6][CH:7]=1.[I-].C[S+](C)C.C[C:24](C)([O-:26])C.[Li+].C[Si]([N:33]=[N+]=[N-])(C)C.[H-].[H-].[H-].[H-].[Li+].[Al+3].O.O.O.O.O.O.O.O.O.O.S([O-])([O-])(=O)=O.[Na+].[Na+], predict the reaction product. (10) Given the reactants [C:1]([C:3]1[CH:8]=[CH:7][C:6]([CH:9]2[O:11][CH:10]2C(OCC)=O)=[C:5]([CH3:17])[CH:4]=1)#[N:2].CC[O-].[Na+].O, predict the reaction product. The product is: [CH3:17][C:5]1[CH:4]=[C:3]([CH:8]=[CH:7][C:6]=1[CH2:9][CH:10]=[O:11])[C:1]#[N:2].